Dataset: Reaction yield outcomes from USPTO patents with 853,638 reactions. Task: Predict the reaction yield, written as a fraction of the theoretical maximum amount of product (1.0 means a 100% yield; for example, 0.34 means a 34% yield). (1) The reactants are [Br:1][C:2]1[N:3]=[C:4]([NH:15][CH2:16][CH:17]2[CH2:22][CH2:21][O:20][CH2:19][CH2:18]2)[C:5]([NH:8][CH2:9][C:10](OCC)=[O:11])=[N:6][CH:7]=1. The catalyst is C(O)(=O)C. The product is [Br:1][C:2]1[N:3]=[C:4]2[N:15]([CH2:16][CH:17]3[CH2:22][CH2:21][O:20][CH2:19][CH2:18]3)[C:10](=[O:11])[CH2:9][NH:8][C:5]2=[N:6][CH:7]=1. The yield is 0.680. (2) The reactants are [CH2:1]([C:5]1[N:10]2[N:11]=[CH:12][N:13]=[C:9]2[NH:8][C:7](=[O:14])[C:6]=1[CH2:15][C:16]1[C:21]([F:22])=[CH:20][C:19]([C:23]2[C:24]([C:29]#[N:30])=[CH:25][CH:26]=[CH:27][CH:28]=2)=[CH:18][C:17]=1[F:31])[CH2:2][CH2:3][CH3:4].Cl[CH2:33][O:34][CH3:35].C(=O)([O-])[O-].[K+].[K+].CN(C)C=O. The catalyst is C(OCC)(=O)C. The product is [CH2:1]([C:5]1[N:10]2[N:11]=[CH:12][N:13]=[C:9]2[N:8]([CH2:33][O:34][CH3:35])[C:7](=[O:14])[C:6]=1[CH2:15][C:16]1[C:21]([F:22])=[CH:20][C:19]([C:23]2[C:24]([C:29]#[N:30])=[CH:25][CH:26]=[CH:27][CH:28]=2)=[CH:18][C:17]=1[F:31])[CH2:2][CH2:3][CH3:4]. The yield is 0.790. (3) The reactants are Br[C:2]1[CH:3]=[N:4][CH:5]=[C:6]([O:8][CH2:9][C:10]([F:13])([F:12])[F:11])[CH:7]=1.[CH2:14]([O:16][C:17]([O:23][CH2:24][CH3:25])([O:20][CH2:21][CH3:22])[C:18]#[CH:19])[CH3:15]. No catalyst specified. The product is [CH2:24]([O:23][C:17]([O:16][CH2:14][CH3:15])([O:20][CH2:21][CH3:22])[C:18]#[C:19][C:2]1[CH:3]=[N:4][CH:5]=[C:6]([O:8][CH2:9][C:10]([F:13])([F:12])[F:11])[CH:7]=1)[CH3:25]. The yield is 0.460. (4) The reactants are [CH3:1][O:2][C:3]1[CH:4]=[C:5]([Mg]Br)[CH:6]=[CH:7][C:8]=1[O:9][CH3:10].[C:13]1(=[O:23])[O:18][C:16](=[O:17])[C@H:15]2[CH2:19][CH:20]=[CH:21][CH2:22][C@@H:14]12. The catalyst is C1COCC1.C(Cl)Cl. The product is [CH3:1][O:2][C:3]1[CH:4]=[C:5]([CH:6]=[CH:7][C:8]=1[O:9][CH3:10])[C:13]([CH:14]1[CH:15]([C:16]([OH:18])=[O:17])[CH2:19][CH:20]=[CH:21][CH2:22]1)=[O:23]. The yield is 0.100. (5) The reactants are [CH2:1]([C:3]1[CH:8]=[CH:7][CH:6]=[CH:5][C:4]=1[OH:9])[CH3:2].[Cl-].[Mg+2].[Cl-].C(N(CC)CC)C.C=O.Cl.[N+:23]([O-:26])(O)=[O:24].[C:27](OC(=O)C)(=[O:29])C.C(=O)(O)[O-].[Na+]. The catalyst is C(#N)C. The product is [CH2:1]([C:3]1[C:4]([OH:9])=[C:5]([CH:6]=[C:7]([N+:23]([O-:26])=[O:24])[CH:8]=1)[CH:27]=[O:29])[CH3:2]. The yield is 0.389. (6) The reactants are [Li+].C[Si]([N-][Si](C)(C)C)(C)C.[O:11]=[C:12]1[CH2:17][CH2:16][N:15]([C:18]([O:20][CH2:21][C:22]2[CH:27]=[CH:26][CH:25]=[CH:24][CH:23]=2)=[O:19])[CH2:14][CH2:13]1.C1C=CC(N([S:35]([C:38]([F:41])([F:40])[F:39])(=[O:37])=[O:36])[S:35]([C:38]([F:41])([F:40])[F:39])(=[O:37])=[O:36])=CC=1. The catalyst is C1COCC1. The product is [F:39][C:38]([F:41])([F:40])[S:35]([O:11][C:12]1[CH2:13][CH2:14][N:15]([C:18]([O:20][CH2:21][C:22]2[CH:27]=[CH:26][CH:25]=[CH:24][CH:23]=2)=[O:19])[CH2:16][CH:17]=1)(=[O:37])=[O:36]. The yield is 0.605. (7) The reactants are Br[C:2]1[S:3][C:4]2[CH2:5][C:6]3[C:12]([C:13]4[CH:18]=[CH:17][C:16]([O:19][CH3:20])=[CH:15][CH:14]=4)=[N:11][N:10]([CH2:21][O:22][CH2:23][CH2:24][Si:25]([CH3:28])([CH3:27])[CH3:26])[C:7]=3[C:8]=2[CH:9]=1.[O:29]1[CH:33]=[CH:32][C:31](B(O)O)=[CH:30]1.C([O-])([O-])=O.[Na+].[Na+]. The catalyst is C1(C)C=CC=CC=1.C(O)C.Cl[Pd](Cl)([P](C1C=CC=CC=1)(C1C=CC=CC=1)C1C=CC=CC=1)[P](C1C=CC=CC=1)(C1C=CC=CC=1)C1C=CC=CC=1. The product is [O:29]1[CH:33]=[CH:32][C:31]([C:2]2[S:3][C:4]3[CH2:5][C:6]4[C:12]([C:13]5[CH:14]=[CH:15][C:16]([O:19][CH3:20])=[CH:17][CH:18]=5)=[N:11][N:10]([CH2:21][O:22][CH2:23][CH2:24][Si:25]([CH3:28])([CH3:26])[CH3:27])[C:7]=4[C:8]=3[CH:9]=2)=[CH:30]1. The yield is 0.670.